This data is from Reaction yield outcomes from USPTO patents with 853,638 reactions. The task is: Predict the reaction yield, written as a fraction of the theoretical maximum amount of product (1.0 means a 100% yield; for example, 0.34 means a 34% yield). (1) The reactants are O1CCCCC1[N:7]1[CH:11]=[C:10]([C:12]2[CH:13]=[C:14]3[C:18](=[CH:19][CH:20]=2)[N:17]([CH2:21][CH:22]2[CH2:26][CH2:25][N:24]([C:27]([O:29][CH2:30][CH:31]([CH3:33])[CH3:32])=[O:28])[CH2:23]2)[CH:16]=[CH:15]3)[CH:9]=[N:8]1.[BH3-]C#N.[Na+].Cl.CO.ClCCl. The catalyst is CCO. The product is [NH:7]1[CH:11]=[C:10]([C:12]2[CH:13]=[C:14]3[C:18](=[CH:19][CH:20]=2)[N:17]([CH2:21][CH:22]2[CH2:26][CH2:25][N:24]([C:27]([O:29][CH2:30][CH:31]([CH3:33])[CH3:32])=[O:28])[CH2:23]2)[CH2:16][CH2:15]3)[CH:9]=[N:8]1. The yield is 0.270. (2) The reactants are [NH:1]1[CH2:6][CH2:5][CH:4]([CH:7]2[CH2:11][CH2:10][CH2:9][N:8]2[C:12]([O:14][C:15]([CH3:18])([CH3:17])[CH3:16])=[O:13])[CH2:3][CH2:2]1.[H-].[Na+].I[CH:22]([CH3:24])[CH3:23]. The catalyst is CN(C=O)C. The product is [CH:22]([N:1]1[CH2:2][CH2:3][CH:4]([CH:7]2[CH2:11][CH2:10][CH2:9][N:8]2[C:12]([O:14][C:15]([CH3:18])([CH3:17])[CH3:16])=[O:13])[CH2:5][CH2:6]1)([CH3:24])[CH3:23]. The yield is 0.650.